The task is: Predict the reaction yield, written as a fraction of the theoretical maximum amount of product (1.0 means a 100% yield; for example, 0.34 means a 34% yield).. This data is from Reaction yield outcomes from USPTO patents with 853,638 reactions. (1) The reactants are [C:9](O[C:9]([O:11][C:12]([CH3:15])([CH3:14])[CH3:13])=[O:10])([O:11][C:12]([CH3:15])([CH3:14])[CH3:13])=[O:10].[CH2:16]([O:23][C:24](=[O:42])[CH:25]([NH:34][C:35]([O:37][C:38]([CH3:41])([CH3:40])[CH3:39])=[O:36])[CH2:26][CH2:27][C:28](=[O:33])[N:29]([O:31][CH3:32])[CH3:30])[C:17]1[CH:22]=[CH:21][CH:20]=[CH:19][CH:18]=1.C[N:44](C1C=CC=CN=1)C. The catalyst is C(#N)C. The product is [CH2:16]([O:23][C:24](=[O:42])[C:25]([NH:44][C:9]([O:11][C:12]([CH3:13])([CH3:14])[CH3:15])=[O:10])([NH:34][C:35]([O:37][C:38]([CH3:39])([CH3:41])[CH3:40])=[O:36])[CH2:26][CH2:27][C:28](=[O:33])[N:29]([O:31][CH3:32])[CH3:30])[C:17]1[CH:22]=[CH:21][CH:20]=[CH:19][CH:18]=1. The yield is 0.950. (2) The reactants are [CH3:1][O:2][C:3](=[O:22])[CH:4]([NH2:21])[CH2:5][C:6]1[CH:11]=[CH:10][C:9]([N:12]2[C:17](=[O:18])[CH:16]=[CH:15][N:14]([CH3:19])[C:13]2=[O:20])=[CH:8][CH:7]=1.[F:23][C:24]1[CH:32]=[C:31]([NH:33][S:34]([C:37]2[CH:42]=[CH:41][C:40]([CH:43]=[O:44])=[CH:39][CH:38]=2)(=[O:36])=[O:35])[CH:30]=[C:29]([F:45])[C:25]=1[C:26](O)=[O:27].CN(C(ON1N=NC2C=CC=NC1=2)=[N+](C)C)C.F[P-](F)(F)(F)(F)F.C1C=NC2N(O)N=NC=2C=1.C(N(CC)CC)C. The catalyst is ClCCl. The product is [F:45][C:29]1[CH:30]=[C:31]([NH:33][S:34]([C:37]2[CH:42]=[CH:41][C:40]([CH:43]=[O:44])=[CH:39][CH:38]=2)(=[O:36])=[O:35])[CH:32]=[C:24]([F:23])[C:25]=1[C:26]([NH:21][C@H:4]([C:3]([O:2][CH3:1])=[O:22])[CH2:5][C:6]1[CH:7]=[CH:8][C:9]([N:12]2[C:17](=[O:18])[CH:16]=[CH:15][N:14]([CH3:19])[C:13]2=[O:20])=[CH:10][CH:11]=1)=[O:27]. The yield is 0.250. (3) The reactants are [Br:1][C:2]1[C:3]([F:10])=[C:4]([NH2:9])[C:5]([NH2:8])=[CH:6][CH:7]=1.[N:11]([O-])=O.[Na+]. The catalyst is O.C(O)(=O)C. The product is [Br:1][C:2]1[CH:7]=[CH:6][C:5]2[NH:8][N:11]=[N:9][C:4]=2[C:3]=1[F:10]. The yield is 0.970. (4) The reactants are [O:1]=[C:2]1[CH2:6][S:5][C:4](=[S:7])[N:3]1[C:8]1[CH:16]=[CH:15][C:11]([C:12]([OH:14])=[O:13])=[CH:10][CH:9]=1.[CH3:17][N:18]([C:20]1[CH:29]=[CH:28][C:23]([CH:24]=[CH:25][CH:26]=O)=[CH:22][CH:21]=1)[CH3:19].N1CCCCC1.Cl. The catalyst is O.C(O)C. The product is [CH3:17][N:18]([CH3:19])[C:20]1[CH:29]=[CH:28][C:23]([CH:24]=[CH:25][CH:26]=[C:6]2[S:5][C:4](=[S:7])[N:3]([C:8]3[CH:9]=[CH:10][C:11]([C:12]([OH:14])=[O:13])=[CH:15][CH:16]=3)[C:2]2=[O:1])=[CH:22][CH:21]=1. The yield is 0.210. (5) The reactants are [CH3:1][O-:2].[Na+].[Cl:4][C:5]1[CH:14]=[C:13](F)[C:12]([N+:16]([O-:18])=[O:17])=[CH:11][C:6]=1[C:7]([O:9][CH3:10])=[O:8]. The catalyst is CO.CCOCC. The product is [Cl:4][C:5]1[CH:14]=[C:13]([O:2][CH3:1])[C:12]([N+:16]([O-:18])=[O:17])=[CH:11][C:6]=1[C:7]([O:9][CH3:10])=[O:8]. The yield is 1.00. (6) The reactants are [Br:1][C:2]1[C:7](=[O:8])[N:6]([CH:9]([CH3:13])[C:10](O)=[O:11])[N:5]=[CH:4][C:3]=1[NH:14][C@@H:15]1[CH2:20][C@@H:19]2[CH2:21][C@@H:17]([C:18]2([CH3:23])[CH3:22])[C@H:16]1[CH3:24].Cl.CN(C)CCCN=C=NCC.C(N(CC)CC)C.[N:44]1[CH:49]=[CH:48][C:47]([CH2:50][NH2:51])=[CH:46][CH:45]=1. The catalyst is CN(C)C=O.C(OCC)(=O)C. The product is [Br:1][C:2]1[C:7](=[O:8])[N:6]([CH:9]([CH3:13])[C:10]([NH:51][CH2:50][C:47]2[CH:48]=[CH:49][N:44]=[CH:45][CH:46]=2)=[O:11])[N:5]=[CH:4][C:3]=1[NH:14][C@@H:15]1[CH2:20][C@@H:19]2[CH2:21][C@@H:17]([C:18]2([CH3:22])[CH3:23])[C@H:16]1[CH3:24]. The yield is 0.520.